Dataset: Rat liver microsome stability data. Task: Regression/Classification. Given a drug SMILES string, predict its absorption, distribution, metabolism, or excretion properties. Task type varies by dataset: regression for continuous measurements (e.g., permeability, clearance, half-life) or binary classification for categorical outcomes (e.g., BBB penetration, CYP inhibition). Dataset: rlm. The molecule is Nc1nc2c(s1)C(c1ccccc1OCc1ccccc1Cl)CC(=O)N2. The result is 1 (stable in rat liver microsomes).